From a dataset of Retrosynthesis with 50K atom-mapped reactions and 10 reaction types from USPTO. Predict the reactants needed to synthesize the given product. (1) Given the product COC(=O)COc1ccc(OCc2nc(-c3ccc(OC(C)C)cc3)c(Br)s2)cc1C, predict the reactants needed to synthesize it. The reactants are: CC(C)Oc1ccc(-c2nc(CBr)sc2Br)cc1.COC(=O)COc1ccc(O)cc1C. (2) Given the product O=C(O)c1cccnc1Oc1cccc(C(F)(F)F)c1, predict the reactants needed to synthesize it. The reactants are: O=C(O)c1cccnc1Cl.Oc1cccc(C(F)(F)F)c1. (3) Given the product CCOC(=O)c1cc(-c2ccc(F)c(C#N)c2)c(-c2cc(F)cc(Cl)c2)s1, predict the reactants needed to synthesize it. The reactants are: CCOC(=O)c1cc(Br)c(-c2cc(F)cc(Cl)c2)s1.N#Cc1cc(B(O)O)ccc1F. (4) Given the product C[C@@H](O)c1ccccn1, predict the reactants needed to synthesize it. The reactants are: CC(=O)c1ccccn1. (5) Given the product COC(=O)c1c(CS(=O)(=O)c2ccccc2OC)ccc(-c2ccoc2)c1O, predict the reactants needed to synthesize it. The reactants are: COC(=O)c1c(CS(=O)(=O)c2ccccc2OC)ccc(Br)c1O.OB(O)c1ccoc1. (6) Given the product Cc1ccccc1OCc1c(C)nn(-c2ccc(C#N)cc2)c1C, predict the reactants needed to synthesize it. The reactants are: Cc1ccccc1O.Cc1nn(-c2ccc(C#N)cc2)c(C)c1CO.